The task is: Predict which catalyst facilitates the given reaction.. This data is from Catalyst prediction with 721,799 reactions and 888 catalyst types from USPTO. (1) Reactant: [CH2:1]([O:3][C:4]([C:6]1[CH:14]=[C:13]2[C:9]([C:10]([C:19](=[O:30])[NH:20][CH2:21][C:22]3[CH:27]=[CH:26][C:25]([F:28])=[C:24]([F:29])[CH:23]=3)=[C:11]([C:15]([CH3:18])([CH3:17])[CH3:16])[NH:12]2)=[CH:8][CH:7]=1)=[O:5])[CH3:2].[CH2:31](Br)[C:32]1[CH:37]=[CH:36][CH:35]=[CH:34][CH:33]=1.C([O-])([O-])=O.[K+].[K+]. Product: [CH2:1]([O:3][C:4]([C:6]1[CH:14]=[C:13]2[C:9]([C:10]([C:19](=[O:30])[NH:20][CH2:21][C:22]3[CH:27]=[CH:26][C:25]([F:28])=[C:24]([F:29])[CH:23]=3)=[C:11]([C:15]([CH3:18])([CH3:17])[CH3:16])[N:12]2[CH2:31][C:32]2[CH:37]=[CH:36][CH:35]=[CH:34][CH:33]=2)=[CH:8][CH:7]=1)=[O:5])[CH3:2]. The catalyst class is: 31. (2) Reactant: [F:1][C:2]1[CH:7]=[C:6]([F:8])[CH:5]=[C:4]([F:9])[C:3]=1[NH:10][C:11](=[NH:13])[CH3:12].C(O)(C)C.C(N(CC)CC)C.Br[CH:26]([CH:29]=O)[CH:27]=[O:28]. Product: [CH3:12][C:11]1[N:10]([C:3]2[C:2]([F:1])=[CH:7][C:6]([F:8])=[CH:5][C:4]=2[F:9])[C:26]([CH:27]=[O:28])=[CH:29][N:13]=1. The catalyst class is: 6. (3) Reactant: Cl.[OH:2][CH2:3][C:4]1[C:9]([OH:10])=[CH:8][CH:7]=[CH:6][N:5]=1.C(=O)([O-])[O-].[K+].[K+].Br[CH2:18][CH2:19][O:20][CH:21]1[CH2:26][CH2:25][CH2:24][CH2:23][O:22]1. Product: [O:22]1[CH2:23][CH2:24][CH2:25][CH2:26][CH:21]1[O:20][CH2:19][CH2:18][O:10][C:9]1[C:4]([CH2:3][OH:2])=[N:5][CH:6]=[CH:7][CH:8]=1. The catalyst class is: 10. (4) Reactant: C(N(CC)C(C)C)(C)C.C(Cl)(=O)OCC(C)C.[C:18]([O:22][C:23]([NH:25][C@H:26]([CH3:30])[C:27]([OH:29])=O)=[O:24])([CH3:21])([CH3:20])[CH3:19].[Si]([CH:35]=[N+:36]=[N-:37])(C)(C)C. Product: [N+:36](=[CH:35][C:27](=[O:29])[C@H:26]([NH:25][C:23](=[O:24])[O:22][C:18]([CH3:19])([CH3:20])[CH3:21])[CH3:30])=[N-:37]. The catalyst class is: 841. (5) Reactant: [OH:1][C@@H:2]([CH2:6][C:7]1[CH:12]=[CH:11][CH:10]=[CH:9][CH:8]=1)[C:3](O)=[O:4].B.C1COCC1. Product: [C:7]1([CH2:6][C@H:2]([OH:1])[CH2:3][OH:4])[CH:12]=[CH:11][CH:10]=[CH:9][CH:8]=1. The catalyst class is: 1. (6) Reactant: Br[C:2]1[CH:7]=[CH:6][C:5]([C:8]2[C:13]([CH3:14])=[N:12][CH:11]=[CH:10][N:9]=2)=[CH:4][C:3]=1[Cl:15].[CH3:16][C:17]1([CH3:33])[C:21]([CH3:23])([CH3:22])[O:20][B:19]([B:19]2[O:20][C:21]([CH3:23])([CH3:22])[C:17]([CH3:33])([CH3:16])[O:18]2)[O:18]1.CC([O-])=O.[K+]. The catalyst class is: 75. Product: [Cl:15][C:3]1[CH:4]=[C:5]([C:8]2[C:13]([CH3:14])=[N:12][CH:11]=[CH:10][N:9]=2)[CH:6]=[CH:7][C:2]=1[B:19]1[O:20][C:21]([CH3:23])([CH3:22])[C:17]([CH3:33])([CH3:16])[O:18]1. (7) The catalyst class is: 3. Product: [CH3:22][O:23][C:24](=[O:43])[CH2:25][CH2:26][C:27]1[CH:32]=[CH:31][C:30]([O:33][CH2:34][CH2:35][C@@H:36]([O:14][C:11]2[C:10]([O:15][C:16]3[CH:21]=[CH:20][CH:19]=[CH:18][CH:17]=3)=[CH:9][C:8]([Cl:7])=[CH:13][N:12]=2)[CH3:37])=[CH:29][C:28]=1[CH3:1]. Reactant: [C:1](=O)([O-])[O-].[K+].[K+].[Cl:7][C:8]1[CH:9]=[C:10]([O:15][C:16]2[CH:21]=[CH:20][CH:19]=[CH:18][CH:17]=2)[C:11]([OH:14])=[N:12][CH:13]=1.[CH3:22][O:23][C:24](=[O:43])[CH2:25][CH2:26][C:27]1[CH:32]=[CH:31][C:30]([O:33][CH2:34][CH2:35][C@@H:36](OS(C)(=O)=O)[CH3:37])=[CH:29][CH:28]=1. (8) Reactant: [Cl:1][C:2]1[CH:3]=[C:4]2[CH:10]=[C:9]([CH2:11][OH:12])[NH:8][C:5]2=[CH:6][N:7]=1. Product: [Cl:1][C:2]1[CH:3]=[C:4]2[CH:10]=[C:9]([CH:11]=[O:12])[NH:8][C:5]2=[CH:6][N:7]=1. The catalyst class is: 485. (9) Reactant: Cl[CH2:2][C:3]1[N:15]=[C:14]2[N:5]([C:6]([NH:17][CH2:18][C:19]3[CH:24]=[CH:23][C:22]([O:25][CH3:26])=[CH:21][C:20]=3[O:27][CH3:28])=[N:7][C:8]3[C:9]([CH3:16])=[CH:10][CH:11]=[CH:12][C:13]=32)[N:4]=1.[N:29]1[CH:34]=[CH:33][CH:32]=[C:31]2[CH2:35][NH:36][CH2:37][C:30]=12.C(N(C(C)C)CC)(C)C. Product: [N:29]1[CH:34]=[CH:33][CH:32]=[C:31]2[CH2:35][N:36]([CH2:2][C:3]3[N:15]=[C:14]4[N:5]([C:6]([NH:17][CH2:18][C:19]5[CH:24]=[CH:23][C:22]([O:25][CH3:26])=[CH:21][C:20]=5[O:27][CH3:28])=[N:7][C:8]5[C:9]([CH3:16])=[CH:10][CH:11]=[CH:12][C:13]=54)[N:4]=3)[CH2:37][C:30]=12. The catalyst class is: 3. (10) Reactant: [NH2:1][C:2]1[N:7]=[C:6]([NH:8][C:9]2[CH:23]=[CH:22][C:12]([O:13][C:14]3[CH:19]=[CH:18][N:17]=[C:16]([C:20]#[N:21])[CH:15]=3)=[CH:11][CH:10]=2)[CH:5]=[C:4]([C:24]2[CH:29]=[CH:28][CH:27]=[CH:26][CH:25]=2)[N:3]=1.[N-:30]=[N+:31]=[N-:32].[Na+].C(N(CC)CC)C.O. Product: [C:24]1([C:4]2[N:3]=[C:2]([NH2:1])[N:7]=[C:6]([NH:8][C:9]3[CH:23]=[CH:22][C:12]([O:13][C:14]4[CH:19]=[CH:18][N:17]=[C:16]([C:20]5[NH:32][N:31]=[N:30][N:21]=5)[CH:15]=4)=[CH:11][CH:10]=3)[CH:5]=2)[CH:25]=[CH:26][CH:27]=[CH:28][CH:29]=1. The catalyst class is: 11.